This data is from Full USPTO retrosynthesis dataset with 1.9M reactions from patents (1976-2016). The task is: Predict the reactants needed to synthesize the given product. (1) Given the product [NH2:7][C:8]1[CH:9]=[CH:10][C:2]([F:1])=[CH:3][C:4]=1[C:5]([OH:12])=[O:13], predict the reactants needed to synthesize it. The reactants are: [F:1][C:2]1[CH:3]=[C:4]2[C:8](=[CH:9][CH:10]=1)[NH:7]C(=O)[C:5]2=[O:12].[OH:13]O.Cl. (2) Given the product [CH2:1]([O:4][C:5]1[CH:6]=[C:7]([CH:10]=[CH:11][CH:12]=1)[CH2:8][NH:23][C@@H:13]1[C:22]2[C:17](=[CH:18][CH:19]=[CH:20][CH:21]=2)[CH2:16][CH2:15][CH2:14]1)[CH:2]=[CH2:3], predict the reactants needed to synthesize it. The reactants are: [CH2:1]([O:4][C:5]1[CH:6]=[C:7]([CH:10]=[CH:11][CH:12]=1)[CH:8]=O)[CH:2]=[CH2:3].[C@@H:13]1([NH2:23])[C:22]2[C:17](=[CH:18][CH:19]=[CH:20][CH:21]=2)[CH2:16][CH2:15][CH2:14]1. (3) Given the product [C:1]([C:5]1[CH:10]=[CH:9][C:8]([NH:11][C:12](=[O:20])[C:13]2[CH:18]=[CH:17][CH:16]=[N:15][C:14]=2[NH:33][CH2:32][C:31]2[CH:30]=[CH:29][N:28]=[C:27]3[NH:23][CH:24]=[CH:25][C:26]=23)=[CH:7][CH:6]=1)([CH3:4])([CH3:3])[CH3:2], predict the reactants needed to synthesize it. The reactants are: [C:1]([C:5]1[CH:10]=[CH:9][C:8]([NH:11][C:12](=[O:20])[C:13]2[CH:18]=[CH:17][CH:16]=[N:15][C:14]=2F)=[CH:7][CH:6]=1)([CH3:4])([CH3:3])[CH3:2].Cl.Cl.[NH:23]1[C:27]2=[N:28][CH:29]=[CH:30][C:31]([CH2:32][NH2:33])=[C:26]2[CH:25]=[CH:24]1. (4) Given the product [Br:1][C:2]1[CH:7]=[N:6][C:5]([C:8]([NH2:9])=[O:13])=[C:4]2[NH:10][CH:11]=[CH:12][C:3]=12, predict the reactants needed to synthesize it. The reactants are: [Br:1][C:2]1[CH:7]=[N:6][C:5]([C:8]#[N:9])=[C:4]2[NH:10][CH:11]=[CH:12][C:3]=12.[OH-:13].[Na+].OO. (5) Given the product [F:33][C:2]([F:1])([F:32])[C:3]1[CH:4]=[CH:5][C:6]([C:9]2[N:14]=[CH:13][C:12]([CH:15]([O:22][C:23]3[CH:24]=[CH:25][C:26]([C:27]([NH:46][CH2:45][CH2:44][C:43]([O:42][CH3:41])=[O:47])=[O:28])=[CH:30][CH:31]=3)[CH2:16][CH2:17][CH2:18][CH2:19][CH2:20][CH3:21])=[CH:11][CH:10]=2)=[CH:7][CH:8]=1, predict the reactants needed to synthesize it. The reactants are: [F:1][C:2]([F:33])([F:32])[C:3]1[CH:8]=[CH:7][C:6]([C:9]2[N:14]=[CH:13][C:12]([CH:15]([O:22][C:23]3[CH:31]=[CH:30][C:26]([C:27](O)=[O:28])=[CH:25][CH:24]=3)[CH2:16][CH2:17][CH2:18][CH2:19][CH2:20][CH3:21])=[CH:11][CH:10]=2)=[CH:5][CH:4]=1.C(N(CC)CC)C.[CH3:41][O:42][C:43](=[O:47])[CH2:44][CH2:45][NH2:46].CCN=C=NCCCN(C)C. (6) Given the product [Cl:1][C:2]1[CH:3]=[C:4]([C:9]([OH:30])([C:26]([F:27])([F:28])[F:29])/[CH:10]=[CH:11]/[C:12]2[CH:24]=[CH:23][C:15]([C:16]([O:18][C:19]([CH3:22])([CH3:21])[CH3:20])=[O:17])=[C:14]([CH3:25])[CH:13]=2)[CH:5]=[C:6]([Cl:8])[CH:7]=1, predict the reactants needed to synthesize it. The reactants are: [Cl:1][C:2]1[CH:3]=[C:4]([C@:9]([OH:30])([C:26]([F:29])([F:28])[F:27])[C:10]#[C:11][C:12]2[CH:24]=[CH:23][C:15]([C:16]([O:18][C:19]([CH3:22])([CH3:21])[CH3:20])=[O:17])=[C:14]([CH3:25])[CH:13]=2)[CH:5]=[C:6]([Cl:8])[CH:7]=1.[H-].COCCO[Al+]OCCOC.[Na+].[H-].